From a dataset of M1 muscarinic receptor antagonist screen with 61,756 compounds. Binary Classification. Given a drug SMILES string, predict its activity (active/inactive) in a high-throughput screening assay against a specified biological target. (1) The molecule is n1(c2c(CCC2)c(=N)c2c1CCC2)CCCCCC. The result is 0 (inactive). (2) The drug is O(C(=O)CCc1n[nH]c(=O)[nH]c1=O)C. The result is 0 (inactive). (3) The molecule is O=C(N1CCCC1)CCc1onc(n1)c1ccccc1. The result is 0 (inactive). (4) The compound is Brc1cc(CSc2n(N)c(nn2)C)ccc1OC. The result is 0 (inactive).